Dataset: Peptide-MHC class I binding affinity with 185,985 pairs from IEDB/IMGT. Task: Regression. Given a peptide amino acid sequence and an MHC pseudo amino acid sequence, predict their binding affinity value. This is MHC class I binding data. (1) The peptide sequence is STSAADIKR. The MHC is HLA-A33:01 with pseudo-sequence HLA-A33:01. The binding affinity (normalized) is 0.0755. (2) The peptide sequence is LPYPQPQLPY. The MHC is HLA-B07:02 with pseudo-sequence HLA-B07:02. The binding affinity (normalized) is 0.226. (3) The peptide sequence is DLEKYNLAF. The MHC is HLA-B51:01 with pseudo-sequence HLA-B51:01. The binding affinity (normalized) is 0.0847. (4) The peptide sequence is AFEDLRVSSF. The MHC is HLA-A01:01 with pseudo-sequence HLA-A01:01. The binding affinity (normalized) is 0.0222. (5) The peptide sequence is RPRCAYLPF. The MHC is HLA-A02:01 with pseudo-sequence HLA-A02:01. The binding affinity (normalized) is 0.0847. (6) The peptide sequence is DFRNRYEDYR. The MHC is Patr-A0401 with pseudo-sequence Patr-A0401. The binding affinity (normalized) is 0.360. (7) The peptide sequence is ITTESIVIW. The MHC is HLA-B35:03 with pseudo-sequence HLA-B35:03. The binding affinity (normalized) is 0. (8) The peptide sequence is VLANFCSAL. The MHC is HLA-A02:01 with pseudo-sequence HLA-A02:01. The binding affinity (normalized) is 0.759. (9) The peptide sequence is MMKWIISIL. The MHC is HLA-B08:01 with pseudo-sequence HLA-B08:01. The binding affinity (normalized) is 0.977. (10) The MHC is HLA-B35:01 with pseudo-sequence HLA-B35:01. The binding affinity (normalized) is 0.533. The peptide sequence is IPVTMTLWYM.